This data is from Catalyst prediction with 721,799 reactions and 888 catalyst types from USPTO. The task is: Predict which catalyst facilitates the given reaction. (1) Reactant: [O:1]1CCO[CH:2]1[C:6]1[CH:11]=[CH:10][C:9]([C:12]2[N:16]3[N:17]=[C:18]([C:26]4[CH:31]=[CH:30][N:29]=[CH:28][CH:27]=4)[CH:19]=[C:20]([NH:21][CH2:22][CH:23]([CH3:25])[CH3:24])[C:15]3=[N:14][CH:13]=2)=[CH:8][CH:7]=1.Cl.C(=O)([O-])O. Product: [CH2:22]([NH:21][C:20]1[C:15]2[N:16]([C:12]([C:9]3[CH:8]=[CH:7][C:6]([CH:2]=[O:1])=[CH:11][CH:10]=3)=[CH:13][N:14]=2)[N:17]=[C:18]([C:26]2[CH:27]=[CH:28][N:29]=[CH:30][CH:31]=2)[CH:19]=1)[CH:23]([CH3:25])[CH3:24]. The catalyst class is: 21. (2) Reactant: Br[C:2]1[CH:3]=[N:4][CH:5]=[C:6]([O:8][CH2:9][C@H:10]2[CH2:14][CH2:13][CH2:12][N:11]2[C:15]([O:17][C:18]([CH3:21])([CH3:20])[CH3:19])=[O:16])[CH:7]=1.[C:22]1([CH2:28][CH2:29][O:30][CH2:31][CH2:32][CH:33]2[CH2:38][CH2:37][NH:36][CH2:35][CH2:34]2)[CH:27]=[CH:26][CH:25]=[CH:24][CH:23]=1.CC(C)([O-])C.[Na+].C1(P(C2C=CC=CC=2)C2C3OC4C(=CC=CC=4P(C4C=CC=CC=4)C4C=CC=CC=4)C(C)(C)C=3C=CC=2)C=CC=CC=1. Product: [C:18]([O:17][C:15]([N:11]1[CH2:12][CH2:13][CH2:14][C@H:10]1[CH2:9][O:8][C:6]1[CH:5]=[N:4][CH:3]=[C:2]([N:36]2[CH2:35][CH2:34][CH:33]([CH2:32][CH2:31][O:30][CH2:29][CH2:28][C:22]3[CH:23]=[CH:24][CH:25]=[CH:26][CH:27]=3)[CH2:38][CH2:37]2)[CH:7]=1)=[O:16])([CH3:21])([CH3:20])[CH3:19]. The catalyst class is: 101. (3) Reactant: [C:1]([NH:4][C:5]1[S:6][C:7]([S:11](Cl)(=[O:13])=[O:12])=[C:8](C)[N:9]=1)(=[O:3])[CH3:2].[CH3:15][N:16]1[CH2:21][CH2:20][NH:19][CH2:18][CH2:17]1.O. Product: [CH3:15][N:16]1[CH2:21][CH2:20][N:19]([S:11]([C:7]2[S:6][C:5]([NH:4][C:1](=[O:3])[CH3:2])=[N:9][CH:8]=2)(=[O:13])=[O:12])[CH2:18][CH2:17]1. The catalyst class is: 2. (4) Reactant: [F:1][C:2]1[CH:3]=[C:4]([N:14]2[CH2:18][C@H:17]([CH2:19][OH:20])[O:16][C:15]2=[O:21])[CH:5]=[CH:6][C:7]=1[N:8]1[C:12]([CH3:13])=[CH:11][N:10]=[CH:9]1.C(N(CC)CC)C.[CH3:29][S:30](Cl)(=[O:32])=[O:31]. Product: [F:1][C:2]1[CH:3]=[C:4]([N:14]2[CH2:18][C@H:17]([CH2:19][O:20][S:30]([CH3:29])(=[O:32])=[O:31])[O:16][C:15]2=[O:21])[CH:5]=[CH:6][C:7]=1[N:8]1[C:12]([CH3:13])=[CH:11][N:10]=[CH:9]1. The catalyst class is: 17. (5) Reactant: C[O:2][C:3]1[CH:8]=[CH:7][N:6]=[C:5]([NH:9][C:10]2[CH:15]=[C:14]([N+:16]([O-:18])=[O:17])[CH:13]=[CH:12][C:11]=2[CH3:19])[N:4]=1.C[Si](Cl)(C)C.[Na+].[I-].C([O-])([O-])=O.[Na+].[Na+]. Product: [CH3:19][C:11]1[CH:12]=[CH:13][C:14]([N+:16]([O-:18])=[O:17])=[CH:15][C:10]=1[NH:9][C:5]1[N:4]=[C:3]([OH:2])[CH:8]=[CH:7][N:6]=1. The catalyst class is: 245.